From a dataset of Catalyst prediction with 721,799 reactions and 888 catalyst types from USPTO. Predict which catalyst facilitates the given reaction. (1) Reactant: C[O-].[Na+].CN(C)/[CH:6]=[C:7](\[C:17]1[CH:22]=[CH:21][N:20]=[CH:19][N:18]=1)/[C:8]([C:10]1[CH:15]=[CH:14][CH:13]=[C:12]([F:16])[CH:11]=1)=O.[C:24]([CH2:26][C:27]([NH2:29])=[O:28])#[N:25]. Product: [F:16][C:12]1[CH:11]=[C:10]([C:8]2[NH:29][C:27](=[O:28])[C:26]([C:24]#[N:25])=[CH:6][C:7]=2[C:17]2[CH:22]=[CH:21][N:20]=[CH:19][N:18]=2)[CH:15]=[CH:14][CH:13]=1. The catalyst class is: 9. (2) Reactant: C([O:8][C:9](=[O:36])[CH2:10][C@@H:11]([NH:16][C:17](=[O:35])[CH2:18][CH2:19][CH2:20][CH2:21][CH2:22][CH2:23][CH2:24][O:25][CH2:26][C:27]1[CH:32]=[CH:31][C:30]([F:33])=[C:29]([F:34])[CH:28]=1)[CH2:12][N:13]([CH3:15])[CH3:14])C1C=CC=CC=1. Product: [F:34][C:29]1[CH:28]=[C:27]([CH:32]=[CH:31][C:30]=1[F:33])[CH2:26][O:25][CH2:24][CH2:23][CH2:22][CH2:21][CH2:20][CH2:19][CH2:18][C:17]([NH:16][C@@H:11]([CH2:12][N:13]([CH3:15])[CH3:14])[CH2:10][C:9]([OH:36])=[O:8])=[O:35]. The catalyst class is: 45.